Dataset: Reaction yield outcomes from USPTO patents with 853,638 reactions. Task: Predict the reaction yield, written as a fraction of the theoretical maximum amount of product (1.0 means a 100% yield; for example, 0.34 means a 34% yield). (1) The reactants are [CH3:1][C@H:2]1[C@:19](O)([C:20]([CH2:22][OH:23])=[O:21])[C@:18]2([CH3:25])[C@H:4]([C@H:5]3[C@:15]([F:27])([C@@H:16]([OH:26])[CH2:17]2)[C@:14]2([CH3:28])[C:8](=[CH:9][C:10]([CH:12]=[CH:13]2)=[O:11])[CH2:7][CH2:6]3)[CH2:3]1.C[Si](I)(C)C. The catalyst is ClCCl.C(#N)C. The product is [CH3:1][C@H:2]1[C@H:19]([C:20]([CH2:22][OH:23])=[O:21])[C@:18]2([CH3:25])[C@H:4]([C@H:5]3[C@:15]([F:27])([C@@H:16]([OH:26])[CH2:17]2)[C@:14]2([CH3:28])[C:8](=[CH:9][C:10]([CH:12]=[CH:13]2)=[O:11])[CH2:7][CH2:6]3)[CH2:3]1. The yield is 0.830. (2) The reactants are [SH:1][C:2]1[NH:10][C:9]2[C:4](=[N:5][CH:6]=[N:7][C:8]=2[NH2:11])[N:3]=1.CC1C=CC2C=CC3C=CC(C)=NC=3C=2N=1.O.O(C(C)(C)C)[Na].[Br:35][C:36]1[C:44](I)=[CH:43][C:39]2[O:40][CH2:41][O:42][C:38]=2[CH:37]=1. The catalyst is [Cu]I.CN(C=O)C. The product is [Br:35][C:36]1[C:44]([S:1][C:2]2[NH:10][C:9]3[C:4](=[N:5][CH:6]=[N:7][C:8]=3[NH2:11])[N:3]=2)=[CH:43][C:39]2[O:40][CH2:41][O:42][C:38]=2[CH:37]=1. The yield is 0.970. (3) The reactants are [Cl-].O[NH3+:3].[C:4](=[O:7])([O-])[OH:5].[Na+].CS(C)=O.[N:13]1([CH2:22][N:23]2[C:28](=[O:29])[C:27]([CH2:30][C:31]3[CH:36]=[CH:35][C:34]([C:37]4[C:38]([C:43]#[N:44])=[CH:39][CH:40]=[CH:41][CH:42]=4)=[CH:33][CH:32]=3)=[C:26]([CH2:45][CH2:46][CH2:47][CH3:48])[N:25]=[C:24]2[CH3:49])[C:17]2[CH:18]=[CH:19][CH:20]=[CH:21][C:16]=2[N:15]=[N:14]1. The catalyst is C(OCC)(=O)C. The product is [N:13]1([CH2:22][N:23]2[C:28](=[O:29])[C:27]([CH2:30][C:31]3[CH:36]=[CH:35][C:34]([C:37]4[CH:42]=[CH:41][CH:40]=[CH:39][C:38]=4[C:43]4[NH:3][C:4](=[O:7])[O:5][N:44]=4)=[CH:33][CH:32]=3)=[C:26]([CH2:45][CH2:46][CH2:47][CH3:48])[N:25]=[C:24]2[CH3:49])[C:17]2[CH:18]=[CH:19][CH:20]=[CH:21][C:16]=2[N:15]=[N:14]1. The yield is 0.560.